This data is from Catalyst prediction with 721,799 reactions and 888 catalyst types from USPTO. The task is: Predict which catalyst facilitates the given reaction. (1) Reactant: C([O:8][C:9]1(O)[C:18](=[O:19])[N:17]2[C:12]([C:13]([CH3:21])([CH3:20])[O:14][CH2:15][CH2:16]2)=[N:11][CH:10]1[C:22]1[N:23]([CH3:36])[C:24]([CH2:28][C:29]2[CH:34]=[CH:33][C:32]([F:35])=[CH:31][CH:30]=2)=[C:25](Cl)[N:26]=1)C1C=CC=CC=1.C([O-])=O.[NH4+]. Product: [F:35][C:32]1[CH:31]=[CH:30][C:29]([CH2:28][C:24]2[N:23]([CH3:36])[C:22]([C:10]3[N:11]=[C:12]4[N:17]([C:18](=[O:19])[C:9]=3[OH:8])[CH2:16][CH2:15][O:14][C:13]4([CH3:21])[CH3:20])=[N:26][CH:25]=2)=[CH:34][CH:33]=1. The catalyst class is: 50. (2) Reactant: [C:1]([C:5]1[N:6]([CH3:12])[C:7](I)=[C:8]([I:10])[N:9]=1)([CH3:4])([CH3:3])[CH3:2].CC[Mg+].[Br-].CCOCC. Product: [C:1]([C:5]1[N:6]([CH3:12])[CH:7]=[C:8]([I:10])[N:9]=1)([CH3:4])([CH3:2])[CH3:3]. The catalyst class is: 1.